Task: Regression. Given a peptide amino acid sequence and an MHC pseudo amino acid sequence, predict their binding affinity value. This is MHC class II binding data.. Dataset: Peptide-MHC class II binding affinity with 134,281 pairs from IEDB The peptide sequence is GIFLSVAAGNEAENA. The MHC is HLA-DPA10103-DPB10301 with pseudo-sequence HLA-DPA10103-DPB10301. The binding affinity (normalized) is 0.852.